From a dataset of Reaction yield outcomes from USPTO patents with 853,638 reactions. Predict the reaction yield, written as a fraction of the theoretical maximum amount of product (1.0 means a 100% yield; for example, 0.34 means a 34% yield). (1) The reactants are [F:1][C:2]1[CH:7]=[C:6]([F:8])[CH:5]=[CH:4][C:3]=1[N:9]1[C:13]([C:14]2[S:23][C:22]3[C:21]4[N:24]=[C:25]([C:28]5[CH:29]=[N:30][C:31](F)=[CH:32][CH:33]=5)[CH:26]=[CH:27][C:20]=4[O:19][CH2:18][CH2:17][C:16]=3[CH:15]=2)=[N:12][CH:11]=[N:10]1.[CH3:35][NH:36][CH3:37]. The catalyst is CN1C(=O)CCC1. The product is [F:1][C:2]1[CH:7]=[C:6]([F:8])[CH:5]=[CH:4][C:3]=1[N:9]1[C:13]([C:14]2[S:23][C:22]3[C:21]4[N:24]=[C:25]([C:28]5[CH:33]=[CH:32][C:31]([N:36]([CH3:37])[CH3:35])=[N:30][CH:29]=5)[CH:26]=[CH:27][C:20]=4[O:19][CH2:18][CH2:17][C:16]=3[CH:15]=2)=[N:12][CH:11]=[N:10]1. The yield is 0.120. (2) The reactants are [Cl:1][C:2]1[CH:7]=[CH:6][N:5]=[C:4]2[N:8](CC3C=CC(OC)=CC=3)[N:9]=[CH:10][C:3]=12.C(O)(C(F)(F)F)=O. No catalyst specified. The product is [Cl:1][C:2]1[CH:7]=[CH:6][N:5]=[C:4]2[NH:8][N:9]=[CH:10][C:3]=12. The yield is 1.00. (3) The reactants are [I:1][C:2]1[C:3]([C:8]([O:10][CH2:11][CH3:12])=[O:9])=[N:4][NH:5][C:6]=1[CH3:7].[H-].[Na+].[CH3:15][O:16][C:17]1[CH:22]=[CH:21][C:20](Cl)=[CH:19][CH:18]=1.[CH3:24]N(C=O)C. No catalyst specified. The product is [I:1][C:2]1[C:3]([C:8]([O:10][CH2:11][CH3:12])=[O:9])=[N:4][N:5]([CH2:24][C:20]2[CH:21]=[CH:22][C:17]([O:16][CH3:15])=[CH:18][CH:19]=2)[C:6]=1[CH3:7]. The yield is 0.570. (4) The reactants are [S:1](=[O:5])(=[O:4])([OH:3])[OH:2].[C:6]1([C@H:16]([NH:18][CH2:19]/[CH:20]=[CH:21]/[C:22]2[CH:27]=[CH:26][CH:25]=[C:24]([C:28]([F:31])([F:30])[F:29])[CH:23]=2)[CH3:17])[C:15]2[C:10](=[CH:11][CH:12]=[CH:13][CH:14]=2)[CH:9]=[CH:8][CH:7]=1.[H][H]. The catalyst is [Pd].C(OCC)(=O)C.CO. The product is [CH3:17][C@@H:16]([NH:18][CH2:19][CH2:20][CH2:21][C:22]1[CH:27]=[CH:26][CH:25]=[C:24]([C:28]([F:29])([F:30])[F:31])[CH:23]=1)[C:6]1[CH:7]=[CH:8][CH:9]=[C:10]2[CH:11]=[CH:12][CH:13]=[CH:14][C:15]=12.[S:1](=[O:3])(=[O:2])([OH:5])[O-:4]. The yield is 0.840. (5) The reactants are [Br:1][C:2]1[CH:7]=[CH:6][C:5]([C:8]2[O:9][C:10]([CH3:21])=[C:11]([CH2:13][CH2:14][CH:15]3SCCCS3)[N:12]=2)=[CH:4][CH:3]=1.C1C[O:25]CC1.C(Cl)Cl. The catalyst is O. The product is [Br:1][C:2]1[CH:7]=[CH:6][C:5]([C:8]2[O:9][C:10]([CH3:21])=[C:11]([CH2:13][CH2:14][CH:15]=[O:25])[N:12]=2)=[CH:4][CH:3]=1. The yield is 0.860. (6) The reactants are [N:1]12[CH2:8][CH2:7][C:4]([C:9]([C:19]3[CH:24]=[CH:23][CH:22]=[C:21]([O:25][CH3:26])[CH:20]=3)([C:11]3[CH:16]=[CH:15][CH:14]=[C:13]([O:17][CH3:18])[CH:12]=3)[OH:10])([CH2:5][CH2:6]1)[CH2:3][CH2:2]2.[C:27]1([O:33][CH2:34][CH2:35][CH2:36][Br:37])[CH:32]=[CH:31][CH:30]=[CH:29][CH:28]=1. The catalyst is CC#N. The product is [Br-:37].[OH:10][C:9]([C:19]1[CH:24]=[CH:23][CH:22]=[C:21]([O:25][CH3:26])[CH:20]=1)([C:11]1[CH:16]=[CH:15][CH:14]=[C:13]([O:17][CH3:18])[CH:12]=1)[C:4]12[CH2:5][CH2:6][N+:1]([CH2:36][CH2:35][CH2:34][O:33][C:27]3[CH:32]=[CH:31][CH:30]=[CH:29][CH:28]=3)([CH2:2][CH2:3]1)[CH2:8][CH2:7]2. The yield is 0.332. (7) The reactants are [CH3:1][O:2][C:3]1[N:10]=[C:9]([CH3:11])[CH:8]=[C:7]([CH3:12])[C:4]=1[C:5]#[N:6].[Li+].C[Si]([N-][Si](C)(C)C)(C)C.Br[CH2:24][CH:25]=[CH2:26]. The catalyst is C1COCC1. The product is [CH2:12]([C:7]1[C:4]([C:5]#[N:6])=[C:3]([O:2][CH3:1])[N:10]=[C:9]([CH3:11])[CH:8]=1)[CH2:26][CH:25]=[CH2:24]. The yield is 0.540. (8) The reactants are [F:1][C:2]([F:19])([F:18])[C:3]1[CH:4]=[C:5]([C:9]2[CH2:13][CH:12]([C:14]([O:16]C)=[O:15])[O:11][N:10]=2)[CH:6]=[CH:7][CH:8]=1.[OH-].[Na+].Cl. The catalyst is C1COCC1.O. The product is [F:19][C:2]([F:1])([F:18])[C:3]1[CH:4]=[C:5]([C:9]2[CH2:13][CH:12]([C:14]([OH:16])=[O:15])[O:11][N:10]=2)[CH:6]=[CH:7][CH:8]=1. The yield is 1.00. (9) The catalyst is C(O)C. The product is [F:15][C:7]1[CH:6]=[C:5]([CH:10]=[C:9]([S:11]([CH3:14])(=[O:13])=[O:12])[CH:8]=1)[O:4][CH2:3][CH2:2][N:16]1[CH2:21][CH2:20][CH2:19][CH2:18][CH2:17]1. The reactants are Br[CH2:2][CH2:3][O:4][C:5]1[CH:10]=[C:9]([S:11]([CH3:14])(=[O:13])=[O:12])[CH:8]=[C:7]([F:15])[CH:6]=1.[NH:16]1[CH2:21][CH2:20][CH2:19][CH2:18][CH2:17]1. The yield is 0.947.